This data is from Forward reaction prediction with 1.9M reactions from USPTO patents (1976-2016). The task is: Predict the product of the given reaction. Given the reactants [CH3:1][O:2][C:3](=[O:13])[C:4]1[CH:9]=[C:8]([Cl:10])[CH:7]=[C:6]([OH:11])[C:5]=1[OH:12].Br[CH2:15][CH2:16][CH2:17]Br.C([O-])([O-])=O.[K+].[K+], predict the reaction product. The product is: [Cl:10][C:8]1[CH:9]=[C:4]([C:3]([O:2][CH3:1])=[O:13])[C:5]2[O:12][CH2:17][CH2:16][CH2:15][O:11][C:6]=2[CH:7]=1.